Dataset: Reaction yield outcomes from USPTO patents with 853,638 reactions. Task: Predict the reaction yield, written as a fraction of the theoretical maximum amount of product (1.0 means a 100% yield; for example, 0.34 means a 34% yield). (1) The yield is 0.700. The reactants are Br[C:2]1[C:3](=[O:10])[CH2:4][CH2:5][C:6]=1[O:7][CH2:8][CH3:9].C([O-])([O-])=O.[K+].[K+].[F:17][C:18]1[CH:23]=[CH:22][C:21](B(O)O)=[CH:20][CH:19]=1. The catalyst is C1(C)C=CC=CC=1.C1C=CC=CC=1.O.CCO.C1C=CC(/C=C/C(/C=C/C2C=CC=CC=2)=O)=CC=1.C1C=CC(/C=C/C(/C=C/C2C=CC=CC=2)=O)=CC=1.[Pd].C1C=CC(/C=C/C(/C=C/C2C=CC=CC=2)=O)=CC=1.C1C=CC(/C=C/C(/C=C/C2C=CC=CC=2)=O)=CC=1.C1C=CC(/C=C/C(/C=C/C2C=CC=CC=2)=O)=CC=1.[Pd].[Pd].C1(P(C2C=CC=CC=2)C2C=CC=CC=2)C=CC=CC=1. The product is [CH2:8]([O:7][C:6]1[CH2:5][CH2:4][C:3](=[O:10])[C:2]=1[C:21]1[CH:22]=[CH:23][C:18]([F:17])=[CH:19][CH:20]=1)[CH3:9]. (2) The reactants are Br[C:2]1[CH:3]=[CH:4][C:5]2[N:9]=[C:8]([C@@H:10]3[CH2:14][CH2:13][CH2:12][N:11]3[C:15]([O:17][C:18]([CH3:21])([CH3:20])[CH3:19])=[O:16])[NH:7][C:6]=2[CH:22]=1.[B:23]1([B:23]2[O:27][C:26]([CH3:29])([CH3:28])[C:25]([CH3:31])([CH3:30])[O:24]2)[O:27][C:26]([CH3:29])([CH3:28])[C:25]([CH3:31])([CH3:30])[O:24]1.C([O-])(=O)C.[K+]. The catalyst is O1CCOCC1.C1C=CC(P(C2C=CC=CC=2)[C-]2C=CC=C2)=CC=1.C1C=CC(P(C2C=CC=CC=2)[C-]2C=CC=C2)=CC=1.Cl[Pd]Cl.[Fe+2]. The product is [CH3:30][C:25]1([CH3:31])[C:26]([CH3:29])([CH3:28])[O:27][B:23]([C:2]2[CH:3]=[CH:4][C:5]3[N:9]=[C:8]([C@@H:10]4[CH2:14][CH2:13][CH2:12][N:11]4[C:15]([O:17][C:18]([CH3:21])([CH3:20])[CH3:19])=[O:16])[NH:7][C:6]=3[CH:22]=2)[O:24]1. The yield is 0.330. (3) The reactants are [CH:1]1([CH2:6][CH:7]([C:11]2[CH:16]=[CH:15][C:14]([C:17]#[C:18][C:19]3([OH:25])[CH2:24][CH2:23][CH2:22][CH2:21][CH2:20]3)=[CH:13][CH:12]=2)[C:8](O)=[O:9])[CH2:5][CH2:4][CH2:3][CH2:2]1.F[P-](F)(F)(F)(F)F.N1(O[P+](N(C)C)(N(C)C)N(C)C)C2C=CC=CC=2N=N1.C(N(CC)CC)C.[NH2:60][C:61]1[S:62][CH:63]=[CH:64][N:65]=1. The catalyst is C(Cl)Cl. The product is [CH:1]1([CH2:6][CH:7]([C:11]2[CH:12]=[CH:13][C:14]([C:17]#[C:18][C:19]3([OH:25])[CH2:24][CH2:23][CH2:22][CH2:21][CH2:20]3)=[CH:15][CH:16]=2)[C:8]([NH:60][C:61]2[S:62][CH:63]=[CH:64][N:65]=2)=[O:9])[CH2:5][CH2:4][CH2:3][CH2:2]1. The yield is 0.583. (4) The reactants are [CH2:1]([O:5][C:6]1[CH:11]=[CH:10][C:9]([CH2:12]C(O)=O)=[CH:8][CH:7]=1)[CH:2]([CH3:4])[CH3:3].C[N:17]([CH3:31])C1C2C(=CC=CC=2N(C)C)C=CC=1.C1(P(N=[N+]=[N-])(C2C=CC=CC=2)=[O:39])C=CC=CC=1. The catalyst is O1CCCC1. The product is [CH2:1]([O:5][C:6]1[CH:7]=[CH:8][C:9]([CH2:12][N:17]=[C:31]=[O:39])=[CH:10][CH:11]=1)[CH:2]([CH3:3])[CH3:4]. The yield is 0.940. (5) The reactants are [F:1][C:2]1[CH:7]=[C:6]([B:8]2[O:12][C:11]([CH3:14])([CH3:13])[C:10]([CH3:16])([CH3:15])[O:9]2)[CH:5]=[C:4]([F:17])[C:3]=1[OH:18].C([O-])([O-])=O.[Cs+].[Cs+].[CH2:25]([O:27][C:28](=[O:33])[CH2:29][CH2:30][CH2:31]Br)[CH3:26]. The catalyst is CN(C=O)C. The product is [CH2:25]([O:27][C:28](=[O:33])[CH2:29][CH2:30][CH2:31][O:18][C:3]1[C:4]([F:17])=[CH:5][C:6]([B:8]2[O:12][C:11]([CH3:13])([CH3:14])[C:10]([CH3:16])([CH3:15])[O:9]2)=[CH:7][C:2]=1[F:1])[CH3:26]. The yield is 0.610. (6) The reactants are [CH:1]1[C:14]2[NH:13][C:12]3[C:7](=[CH:8][CH:9]=[CH:10][CH:11]=3)[S:6][C:5]=2[CH:4]=[CH:3][CH:2]=1.I[C:16]1[CH:21]=[CH:20][CH:19]=[CH:18][N:17]=1.C(=O)([O-])[O-].[K+].[K+].C1OCCOCCOCCOCCOCCOC1. The catalyst is ClC1C=CC=CC=1Cl.[Cu]. The product is [N:17]1[CH:18]=[CH:19][CH:20]=[CH:21][C:16]=1[N:13]1[C:14]2[CH:1]=[CH:2][CH:3]=[CH:4][C:5]=2[S:6][C:7]2[C:12]1=[CH:11][CH:10]=[CH:9][CH:8]=2. The yield is 0.700. (7) The reactants are Br[C:2]1[CH:3]=[C:4]2[C:25](=[CH:26][CH:27]=1)[C:8]1[NH:9][C:10]([C@@H:12]3[CH2:17][C@@H:16]4[C@@H:14]([CH2:15]4)[N:13]3[C:18]([O:20][C:21]([CH3:24])([CH3:23])[CH3:22])=[O:19])=[N:11][C:7]=1[CH:6]=[CH:5]2.[CH3:28][C:29]1([CH3:45])[C:33]([CH3:35])([CH3:34])[O:32][B:31]([B:31]2[O:32][C:33]([CH3:35])([CH3:34])[C:29]([CH3:45])([CH3:28])[O:30]2)[O:30]1.CC([O-])=O.[K+]. The catalyst is O1CCOCC1.C1C=CC(P(C2C=CC=CC=2)[C-]2C=CC=C2)=CC=1.C1C=CC(P(C2C=CC=CC=2)[C-]2C=CC=C2)=CC=1.Cl[Pd]Cl.[Fe+2]. The product is [CH3:28][C:29]1([CH3:45])[C:33]([CH3:35])([CH3:34])[O:32][B:31]([C:2]2[CH:3]=[C:4]3[C:25](=[CH:26][CH:27]=2)[C:8]2[NH:9][C:10]([C@@H:12]4[CH2:17][C@@H:16]5[C@@H:14]([CH2:15]5)[N:13]4[C:18]([O:20][C:21]([CH3:24])([CH3:23])[CH3:22])=[O:19])=[N:11][C:7]=2[CH:6]=[CH:5]3)[O:30]1. The yield is 0.950. (8) The reactants are COC1C=CC(C[S:8][C@H:9]2[CH2:13][N:12]([S:14]([C:17]3[CH:26]=[CH:25][C:24]4[C:19](=[CH:20][CH:21]=[CH:22][CH:23]=4)[CH:18]=3)(=[O:16])=[O:15])[C@H:11]([C:27]([C:29]3[CH:34]=[CH:33][C:32]([O:35][CH3:36])=[CH:31][CH:30]=3)=[O:28])[CH2:10]2)=CC=1.C[Si](Cl)(C)C.CS(C)=O.C([O-])([O-])=O.[Na+].[Na+].C([O-])([O-])=O.[K+].[K+].C(S)[C@@H](O)[C@H](O)CS.OS([O-])(=O)=O.[K+]. The catalyst is C(O)(C(F)(F)F)=O.CO. The product is [SH:8][C@H:9]1[CH2:13][N:12]([S:14]([C:17]2[CH:26]=[CH:25][C:24]3[C:19](=[CH:20][CH:21]=[CH:22][CH:23]=3)[CH:18]=2)(=[O:16])=[O:15])[C@H:11]([C:27]([C:29]2[CH:30]=[CH:31][C:32]([O:35][CH3:36])=[CH:33][CH:34]=2)=[O:28])[CH2:10]1. The yield is 0.810. (9) The reactants are [CH3:1][O:2][C:3]1[CH:4]=[CH:5][C:6]2[N:10]=[C:9]([S:11]([CH2:13][C:14]3[C:19]([CH3:20])=[C:18]([O:21][CH3:22])[C:17]([CH3:23])=[CH:16][N:15]=3)=[O:12])[N:8](COC(=O)[C@H](C3C=CC=CC=3)O)[C:7]=2[CH:36]=1.[OH-].[Na+].C(OC)=O. The catalyst is CO.O. The product is [CH3:1][O:2][C:3]1[CH:4]=[CH:5][C:6]2[NH:10][C:9]([S:11]([CH2:13][C:14]3[C:19]([CH3:20])=[C:18]([O:21][CH3:22])[C:17]([CH3:23])=[CH:16][N:15]=3)=[O:12])=[N:8][C:7]=2[CH:36]=1. The yield is 0.810.